Dataset: Full USPTO retrosynthesis dataset with 1.9M reactions from patents (1976-2016). Task: Predict the reactants needed to synthesize the given product. (1) Given the product [O:1]1[C:8]2[CH:7]=[C:6]([C:9]([O:11][CH:18]([O:17][C:12](=[O:16])[CH:13]([CH3:15])[CH3:14])[CH3:19])=[O:10])[NH:5][C:4]=2[CH:3]=[CH:2]1, predict the reactants needed to synthesize it. The reactants are: [O:1]1[C:8]2[CH:7]=[C:6]([C:9]([OH:11])=[O:10])[NH:5][C:4]=2[CH:3]=[CH:2]1.[C:12]([O:17][CH:18](Cl)[CH3:19])(=[O:16])[CH:13]([CH3:15])[CH3:14]. (2) Given the product [Br:1][C:2]1[CH:14]=[C:13]2[C:5]([C:6]3[C:7](=[O:23])[C:8]4[CH:20]=[C:19]([OH:21])[CH:18]=[CH:17][C:9]=4[C:10]([CH3:16])([CH3:15])[C:11]=3[NH:12]2)=[CH:4][CH:3]=1, predict the reactants needed to synthesize it. The reactants are: [Br:1][C:2]1[CH:14]=[C:13]2[C:5]([C:6]3[C:7](=[O:23])[C:8]4[CH:20]=[C:19]([O:21]C)[CH:18]=[CH:17][C:9]=4[C:10]([CH3:16])([CH3:15])[C:11]=3[NH:12]2)=[CH:4][CH:3]=1.[Cl-].[NH+]1C=CC=CC=1.O. (3) Given the product [C:11]([CH:15]1[CH2:21][CH:20]2[N:22]([C:23]([O:25][CH2:26][CH3:27])=[O:24])[CH:17]([CH2:18][CH2:19]2)[CH2:16]1)#[N:12], predict the reactants needed to synthesize it. The reactants are: S([CH2:11][N+:12]#[C-])(C1C=CC(C)=CC=1)(=O)=O.O=[C:15]1[CH2:21][CH:20]2[N:22]([C:23]([O:25][CH2:26][CH3:27])=[O:24])[CH:17]([CH2:18][CH2:19]2)[CH2:16]1.CC([O-])(C)C.[K+].O. (4) The reactants are: [C:1]([O:5][C:6](=[O:16])[NH:7][C:8]1[CH:13]=[CH:12][CH:11]=[C:10]([CH2:14]O)[CH:9]=1)([CH3:4])([CH3:3])[CH3:2].C1(P(C2C=CC=CC=2)C2C=CC=CC=2)C=CC=CC=1.C(Br)(Br)(Br)[Br:37]. Given the product [C:1]([O:5][C:6](=[O:16])[NH:7][C:8]1[CH:13]=[CH:12][CH:11]=[C:10]([CH2:14][Br:37])[CH:9]=1)([CH3:4])([CH3:3])[CH3:2], predict the reactants needed to synthesize it. (5) Given the product [F:33][C:30]1[CH:29]=[CH:28][C:27]([CH2:26][CH2:25][CH2:24][N:20]([CH2:19][C@@H:4]2[CH2:3][C@H:2]([NH:1][C:41](=[O:46])[C:42]([CH3:45])([CH3:44])[CH3:43])[CH2:7][CH2:6][C@H:5]2[NH:8][C:9](=[O:18])[O:10][CH2:11][C:12]2[CH:17]=[CH:16][CH:15]=[CH:14][CH:13]=2)[CH2:21][CH2:22][CH3:23])=[CH:32][CH:31]=1, predict the reactants needed to synthesize it. The reactants are: [NH2:1][C@@H:2]1[CH2:7][CH2:6][C@@H:5]([NH:8][C:9](=[O:18])[O:10][CH2:11][C:12]2[CH:17]=[CH:16][CH:15]=[CH:14][CH:13]=2)[C@H:4]([CH2:19][N:20]([CH2:24][CH2:25][CH2:26][C:27]2[CH:32]=[CH:31][C:30]([F:33])=[CH:29][CH:28]=2)[CH2:21][CH2:22][CH3:23])[CH2:3]1.CCN(CC)CC.[C:41](Cl)(=[O:46])[C:42]([CH3:45])([CH3:44])[CH3:43].